Task: Predict the reactants needed to synthesize the given product.. Dataset: Full USPTO retrosynthesis dataset with 1.9M reactions from patents (1976-2016) Given the product [Br:1][C:2]1[CH:3]=[C:4]([CH:7]=[CH:8][C:9]=1[O:10][CH2:11][CH3:12])[CH:5]=[O:6], predict the reactants needed to synthesize it. The reactants are: [Br:1][C:2]1[CH:3]=[C:4]([CH:7]=[CH:8][C:9]=1[OH:10])[CH:5]=[O:6].[CH2:11](I)[CH3:12].